Dataset: Full USPTO retrosynthesis dataset with 1.9M reactions from patents (1976-2016). Task: Predict the reactants needed to synthesize the given product. (1) Given the product [O:49]([N:48]([CH3:47])[C:25]([C:23]1[N:22]=[CH:21][N:20]([C:1]([C:2]2[CH:7]=[CH:6][CH:5]=[CH:4][CH:3]=2)([C:8]2[CH:9]=[CH:10][CH:11]=[CH:12][CH:13]=2)[C:14]2[CH:15]=[CH:16][CH:17]=[CH:18][CH:19]=2)[CH:24]=1)=[O:27])[CH3:50], predict the reactants needed to synthesize it. The reactants are: [C:1]([N:20]1[CH:24]=[C:23]([C:25]([OH:27])=O)[N:22]=[CH:21]1)([C:14]1[CH:19]=[CH:18][CH:17]=[CH:16][CH:15]=1)([C:8]1[CH:13]=[CH:12][CH:11]=[CH:10][CH:9]=1)[C:2]1[CH:7]=[CH:6][CH:5]=[CH:4][CH:3]=1.CCN=C=NCCCN(C)C.C(N(CC)CC)C.Cl.[CH3:47][NH:48][O:49][CH3:50]. (2) Given the product [CH3:21][N:20]([CH2:19][C:16]1[CH:17]=[CH:18][C:13]([C:12]([NH:11][CH2:10][CH2:9][NH:7][CH3:6])=[O:30])=[CH:14][C:15]=1[O:23][C:24]1[CH:25]=[N:26][CH:27]=[CH:28][CH:29]=1)[CH3:22], predict the reactants needed to synthesize it. The reactants are: C(O[C:6](=O)[N:7]([CH2:9][CH2:10][NH:11][C:12](=[O:30])[C:13]1[CH:18]=[CH:17][C:16]([CH2:19][N:20]([CH3:22])[CH3:21])=[C:15]([O:23][C:24]2[CH:25]=[N:26][CH:27]=[CH:28][CH:29]=2)[CH:14]=1)C)(C)(C)C.FC(F)(F)C(O)=O. (3) Given the product [CH3:1][O:2][C:3](=[O:24])[CH2:4][CH:5]1[CH2:10][CH2:9][CH:8]([C:11]2[CH:16]=[CH:15][C:14]([C:17]3[CH:22]=[CH:21][C:20]([NH:25][C:26]4[CH:27]=[N:28][C:29]([C:32]([F:35])([F:33])[F:34])=[CH:30][CH:31]=4)=[CH:19][N:18]=3)=[CH:13][CH:12]=2)[CH2:7][CH2:6]1, predict the reactants needed to synthesize it. The reactants are: [CH3:1][O:2][C:3](=[O:24])[CH2:4][CH:5]1[CH2:10][CH2:9][CH:8]([C:11]2[CH:16]=[CH:15][C:14]([C:17]3[CH:22]=[CH:21][C:20](Br)=[CH:19][N:18]=3)=[CH:13][CH:12]=2)[CH2:7][CH2:6]1.[NH2:25][C:26]1[CH:27]=[N:28][C:29]([C:32]([F:35])([F:34])[F:33])=[CH:30][CH:31]=1.C(=O)([O-])[O-].[Cs+].[Cs+].C1(P(C2CCCCC2)C2C=CC=CC=2C2C(C(C)C)=CC(C(C)C)=CC=2C(C)C)CCCCC1. (4) Given the product [O:32]=[C:26]1[CH:25]([N:18]2[C:17](=[O:33])[C:16]3[C:20](=[CH:21][CH:22]=[CH:23][C:15]=3[CH2:14][NH:13][C:39]([CH:34]3[CH2:38][CH2:37][CH2:36][CH2:35]3)=[O:40])[C:19]2=[O:24])[CH2:30][CH2:29][C:28](=[O:31])[NH:27]1, predict the reactants needed to synthesize it. The reactants are: N12CCCN=C1CCCCC2.Cl.[NH2:13][CH2:14][C:15]1[CH:23]=[CH:22][CH:21]=[C:20]2[C:16]=1[C:17](=[O:33])[N:18]([CH:25]1[CH2:30][CH2:29][C:28](=[O:31])[NH:27][C:26]1=[O:32])[C:19]2=[O:24].[CH:34]1([C:39](Cl)=[O:40])[CH2:38][CH2:37][CH2:36][CH2:35]1.